Binary Classification. Given a drug SMILES string, predict its activity (active/inactive) in a high-throughput screening assay against a specified biological target. From a dataset of HIV replication inhibition screening data with 41,000+ compounds from the AIDS Antiviral Screen. (1) The compound is O=C(O)CN(CC(=O)O)C1CCCCC1N1CC(=O)OC(=O)C1. The result is 0 (inactive). (2) The molecule is CC1=C(C(N)=O)C(c2ccncc2)C(C#N)=C2SCC(=O)N12. The result is 0 (inactive).